Dataset: Catalyst prediction with 721,799 reactions and 888 catalyst types from USPTO. Task: Predict which catalyst facilitates the given reaction. (1) Reactant: [CH2:1]([CH:8]1[CH2:13][CH2:12][N:11]([C:14](=[O:18])[C:15]([OH:17])=O)[CH2:10][CH2:9]1)[C:2]1[CH:7]=[CH:6][CH:5]=[CH:4][CH:3]=1.[CH3:19][O:20][C:21]1[CH:27]=[CH:26][C:24]([NH2:25])=[CH:23][CH:22]=1. Product: [CH2:1]([CH:8]1[CH2:9][CH2:10][N:11]([C:14](=[O:18])[C:15]([NH:25][C:24]2[CH:26]=[CH:27][C:21]([O:20][CH3:19])=[CH:22][CH:23]=2)=[O:17])[CH2:12][CH2:13]1)[C:2]1[CH:3]=[CH:4][CH:5]=[CH:6][CH:7]=1. The catalyst class is: 27. (2) Reactant: [CH:1]1([CH2:4][O:5][C:6]2[CH:15]=[CH:14][C:9]([C:10]([O:12]C)=[O:11])=[CH:8][C:7]=2[C:16]#[C:17][C:18]2[CH:23]=[CH:22][CH:21]=[CH:20][N:19]=2)[CH2:3][CH2:2]1.O.[OH-].[Li+]. Product: [CH:1]1([CH2:4][O:5][C:6]2[CH:15]=[CH:14][C:9]([C:10]([OH:12])=[O:11])=[CH:8][C:7]=2[C:16]#[C:17][C:18]2[CH:23]=[CH:22][CH:21]=[CH:20][N:19]=2)[CH2:3][CH2:2]1. The catalyst class is: 87. (3) Reactant: [CH2:1]([N:3]([CH:46]1[CH2:51][CH2:50][O:49][CH2:48][CH2:47]1)[C:4]1[CH:5]=[C:6]([C:26]2[CH:27]=[CH:28][C:29]([N:32]3[CH2:37][CH2:36][CH:35]([NH:38]C(=O)OC(C)(C)C)[CH2:34][CH2:33]3)=[N:30][CH:31]=2)[CH:7]=[C:8]([C:11](=[O:25])[NH:12][CH2:13][C:14]2[C:15](=[O:24])[NH:16][C:17]([CH3:23])=[CH:18][C:19]=2[CH2:20][CH2:21][CH3:22])[C:9]=1[CH3:10])[CH3:2].C(O)(C(F)(F)F)=O. Product: [NH2:38][CH:35]1[CH2:34][CH2:33][N:32]([C:29]2[N:30]=[CH:31][C:26]([C:6]3[CH:5]=[C:4]([N:3]([CH2:1][CH3:2])[CH:46]4[CH2:47][CH2:48][O:49][CH2:50][CH2:51]4)[C:9]([CH3:10])=[C:8]([CH:7]=3)[C:11]([NH:12][CH2:13][C:14]3[C:15](=[O:24])[NH:16][C:17]([CH3:23])=[CH:18][C:19]=3[CH2:20][CH2:21][CH3:22])=[O:25])=[CH:27][CH:28]=2)[CH2:37][CH2:36]1. The catalyst class is: 2. (4) Reactant: [Cl:1][C:2]1[CH:7]=[CH:6][CH:5]=[CH:4][C:3]=1[C:8]1[N:26]([CH2:27][C@H:28]2[CH2:33][CH2:32][CH2:31][N:30](C(OC(C)(C)C)=O)[CH2:29]2)[C:11]2[N:12]=[C:13]([NH:16][CH2:17][C:18]3[CH:23]=[CH:22][C:21]([F:24])=[C:20]([F:25])[CH:19]=3)[N:14]=[CH:15][C:10]=2[CH:9]=1.C(O)(C(F)(F)F)=O. Product: [Cl:1][C:2]1[CH:7]=[CH:6][CH:5]=[CH:4][C:3]=1[C:8]1[N:26]([CH2:27][C@H:28]2[CH2:33][CH2:32][CH2:31][NH:30][CH2:29]2)[C:11]2[N:12]=[C:13]([NH:16][CH2:17][C:18]3[CH:23]=[CH:22][C:21]([F:24])=[C:20]([F:25])[CH:19]=3)[N:14]=[CH:15][C:10]=2[CH:9]=1. The catalyst class is: 2. (5) Reactant: [N:1]1[CH:6]=[CH:5][CH:4]=[C:3]([CH:7](O)[CH3:8])[N:2]=1.S(Cl)([Cl:12])=O. Product: [Cl:12][CH:7]([C:3]1[N:2]=[N:1][CH:6]=[CH:5][CH:4]=1)[CH3:8]. The catalyst class is: 2. (6) Reactant: C(O)(=O)C.[C:5]([O:8][CH2:9][CH2:10][O:11][C:12]1[C:13]([F:53])=[C:14]([CH:20]([NH:43][C:44]2[CH:49]=[CH:48][C:47]([C:50](=[NH:52])[NH2:51])=[CH:46][CH:45]=2)[C:21]2[N:22]=[C:23]([O:32][CH2:33][O:34][C:35](=[O:42])[C:36]([CH3:41])([CH3:40])[CH2:37][O:38][CH3:39])[N:24]([C:26]3[N:31]=[CH:30][CH:29]=[CH:28][N:27]=3)[N:25]=2)[CH:15]=[C:16]([O:18][CH3:19])[CH:17]=1)(=[O:7])[CH3:6].C(N(CC)CC)C.[N+](C1C=CC([O:70][C:71](=O)[O:72][CH2:73][C:74]([CH3:76])=[CH2:75])=CC=1)([O-])=O.CN(C=O)C. Product: [C:5]([O:8][CH2:9][CH2:10][O:11][C:12]1[C:13]([F:53])=[C:14]([CH:20]([NH:43][C:44]2[CH:49]=[CH:48][C:47]([C:50]([NH2:51])=[N:52][C:71]([O:72][CH2:73][C:74]([CH3:76])=[CH2:75])=[O:70])=[CH:46][CH:45]=2)[C:21]2[N:22]=[C:23]([O:32][CH2:33][O:34][C:35](=[O:42])[C:36]([CH3:41])([CH3:40])[CH2:37][O:38][CH3:39])[N:24]([C:26]3[N:31]=[CH:30][CH:29]=[CH:28][N:27]=3)[N:25]=2)[CH:15]=[C:16]([O:18][CH3:19])[CH:17]=1)(=[O:7])[CH3:6]. The catalyst class is: 69.